From a dataset of HIV replication inhibition screening data with 41,000+ compounds from the AIDS Antiviral Screen. Binary Classification. Given a drug SMILES string, predict its activity (active/inactive) in a high-throughput screening assay against a specified biological target. (1) The molecule is COc1ccc(C=C2N=C(C)OC2=O)cc1. The result is 0 (inactive). (2) The compound is CCCCCCCCCC1CC(=O)Oc2cccc(O)c21. The result is 0 (inactive). (3) The molecule is O=c1cc2ccccc2nn1Cc1cccc(Cl)c1. The result is 1 (active). (4) The molecule is O=C(CSc1nnc(-c2ccc(N=Cc3ccc(Cl)cc3)cc2)o1)Nc1ccccc1[N+](=O)[O-]. The result is 0 (inactive). (5) The compound is CCOC(=O)CSc1[nH]c(NC(=S)Nc2ccccc2)c(C(N)=O)c1C(N)=O. The result is 0 (inactive). (6) The molecule is CC(=NNC(=S)NCCCNC(=S)NN=C(C)c1ccccn1)c1ccccn1. The result is 0 (inactive). (7) The compound is BrCc1ccc(CBr)c2c1-c1c(CBr)ccc3ccc(CBr)c-2c13. The result is 0 (inactive). (8) The drug is O=[N+]([O-])c1cc(Cl)ccc1Sc1ccccc1. The result is 0 (inactive). (9) The drug is Cc1cc(N=Nc2c(O)nc3ccccc3c2O)ccc1N=Nc1ccc(C(=O)N(C)C)cc1. The result is 0 (inactive). (10) The compound is COc1ccccc1C1SCC(=O)N1c1ccc(-n2c(-c3ccccc3)nc3ccccc3c2=O)cc1. The result is 0 (inactive).